The task is: Predict which catalyst facilitates the given reaction.. This data is from Catalyst prediction with 721,799 reactions and 888 catalyst types from USPTO. (1) The catalyst class is: 1. Reactant: [Cl:1][C:2]1[CH:7]=[CH:6][N:5]=[C:4]2[CH:8]=[C:9]([C:11]([N:13]3[CH2:17][CH2:16][C@@H:15]([OH:18])[CH2:14]3)=[O:12])[S:10][C:3]=12.[H-].[Na+].I[CH3:22]. Product: [Cl:1][C:2]1[CH:7]=[CH:6][N:5]=[C:4]2[CH:8]=[C:9]([C:11]([N:13]3[CH2:17][CH2:16][C@@H:15]([O:18][CH3:22])[CH2:14]3)=[O:12])[S:10][C:3]=12. (2) Reactant: [Si]([O:8][CH2:9][CH2:10][CH2:11][C@@:12]1([C:30]2[CH:35]=[CH:34][CH:33]=[CH:32][CH:31]=2)[O:17][C:16](=[O:18])[N:15]([C@H:19]([C:21]2[CH:26]=[CH:25][C:24]([CH2:27][O:28][CH3:29])=[CH:23][CH:22]=2)[CH3:20])[CH2:14][CH2:13]1)(C(C)(C)C)(C)C.CCCC[N+](CCCC)(CCCC)CCCC.[F-]. Product: [OH:8][CH2:9][CH2:10][CH2:11][C@@:12]1([C:30]2[CH:31]=[CH:32][CH:33]=[CH:34][CH:35]=2)[O:17][C:16](=[O:18])[N:15]([C@H:19]([C:21]2[CH:22]=[CH:23][C:24]([CH2:27][O:28][CH3:29])=[CH:25][CH:26]=2)[CH3:20])[CH2:14][CH2:13]1. The catalyst class is: 25. (3) Reactant: [OH:1][C:2]1[CH:3]=[C:4]2[C:9](=[CH:10][CH:11]=1)[C:8]([C:12]([OH:14])=[O:13])=[CH:7][CH:6]=[CH:5]2.[Cl:15][C:16]1[CH:21]=[C:20](Cl)[CH:19]=[CH:18][N:17]=1.C(=O)([O-])[O-].[Cs+].[Cs+].O. Product: [Cl:15][C:16]1[CH:21]=[C:20]([O:1][C:2]2[CH:3]=[C:4]3[C:9](=[CH:10][CH:11]=2)[C:8]([C:12]([OH:14])=[O:13])=[CH:7][CH:6]=[CH:5]3)[CH:19]=[CH:18][N:17]=1. The catalyst class is: 16. (4) Reactant: Cl[C:2]1[N:7]=[C:6]([NH:8][C:9]2[CH:10]=[C:11]3[C:15](=[CH:16][CH:17]=2)[NH:14][N:13]=[CH:12]3)[CH:5]=[C:4]([Cl:18])[N:3]=1.[NH:19]1[CH2:23][CH2:22][CH2:21][CH2:20]1.CCN(C(C)C)C(C)C. Product: [Cl:18][C:4]1[N:3]=[C:2]([N:19]2[CH2:23][CH2:22][CH2:21][CH2:20]2)[N:7]=[C:6]([NH:8][C:9]2[CH:10]=[C:11]3[C:15](=[CH:16][CH:17]=2)[NH:14][N:13]=[CH:12]3)[CH:5]=1. The catalyst class is: 51. (5) Reactant: [F:1][C:2]([F:25])([F:24])[C:3]1[CH:4]=[C:5]([CH:17]=[C:18]([C:20]([F:23])([F:22])[F:21])[CH:19]=1)[CH2:6][NH:7][CH2:8][C:9]1[CH:14]=[C:13]([F:15])[CH:12]=[CH:11][C:10]=1[Br:16].Cl[C:27]([O:29][CH3:30])=[O:28].C(N(CC)CC)C. Product: [F:23][C:20]([F:21])([F:22])[C:18]1[CH:17]=[C:5]([CH:4]=[C:3]([C:2]([F:1])([F:24])[F:25])[CH:19]=1)[CH2:6][N:7]([CH2:8][C:9]1[CH:14]=[C:13]([F:15])[CH:12]=[CH:11][C:10]=1[Br:16])[C:27](=[O:28])[O:29][CH3:30]. The catalyst class is: 2. (6) Reactant: [CH3:1][O:2][C:3]([CH:5]1[CH2:10][CH2:9][CH2:8][C:7](=[O:11])[CH2:6]1)=[O:4].[BH4-].[Na+].O.CCOC(C)=O. Product: [OH:11][CH:7]1[CH2:8][CH2:9][CH2:10][CH:5]([C:3]([O:2][CH3:1])=[O:4])[CH2:6]1. The catalyst class is: 5. (7) Reactant: [F:1][CH:2]1[CH2:7][CH2:6][CH:5]([CH:8]([CH:10]2[CH2:15][CH2:14][CH:13]([F:16])[CH2:12][CH2:11]2)[OH:9])[CH2:4][CH2:3]1.CC(OI1(OC(C)=O)(OC(C)=O)OC(=O)C2C=CC=CC1=2)=O. Product: [F:1][CH:2]1[CH2:7][CH2:6][CH:5]([C:8]([CH:10]2[CH2:15][CH2:14][CH:13]([F:16])[CH2:12][CH2:11]2)=[O:9])[CH2:4][CH2:3]1. The catalyst class is: 2. (8) Product: [CH:12]([C:8]1[NH:7][C:6]([C:4]([OH:5])=[O:3])=[CH:10][C:9]=1[CH3:11])=[O:13]. Reactant: C([O:3][C:4]([C:6]1[NH:7][C:8]([CH:12]=[O:13])=[C:9]([CH3:11])[CH:10]=1)=[O:5])C.[OH-].[K+]. The catalyst class is: 97.